This data is from Catalyst prediction with 721,799 reactions and 888 catalyst types from USPTO. The task is: Predict which catalyst facilitates the given reaction. (1) Reactant: [Br:1][C:2]1[CH:9]=[CH:8][C:5]([CH2:6]Br)=[CH:4][CH:3]=1.[C:10]1([CH:16]2[NH:21][CH2:20][CH2:19][NH:18][CH2:17]2)[CH:15]=[CH:14][CH:13]=[CH:12][CH:11]=1.C(=O)([O-])[O-].[K+].[K+]. Product: [Br:1][C:2]1[CH:9]=[CH:8][C:5]([CH2:6][N:18]2[CH2:19][CH2:20][NH:21][CH:16]([C:10]3[CH:15]=[CH:14][CH:13]=[CH:12][CH:11]=3)[CH2:17]2)=[CH:4][CH:3]=1. The catalyst class is: 10. (2) Reactant: [F:1][C:2]1[CH:3]=[C:4]([CH:18]=[CH:19][C:20]=1[F:21])[O:5][C:6]1[CH:7]=[CH:8][C:9]2[N:13]=[C:12]([CH2:14][OH:15])[N:11]([CH3:16])[C:10]=2[CH:17]=1.O[C:23]1[CH:24]=[C:25]([CH:30]=[CH:31][CH:32]=1)[C:26]([O:28][CH3:29])=[O:27].C(P(CCCC)CCCC)CCC.N(C(N1CCCCC1)=O)=NC(N1CCCCC1)=O. Product: [F:1][C:2]1[CH:3]=[C:4]([CH:18]=[CH:19][C:20]=1[F:21])[O:5][C:6]1[CH:7]=[CH:8][C:9]2[N:13]=[C:12]([CH2:14][O:15][C:23]3[CH:24]=[C:25]([CH:30]=[CH:31][CH:32]=3)[C:26]([O:28][CH3:29])=[O:27])[N:11]([CH3:16])[C:10]=2[CH:17]=1. The catalyst class is: 4.